Task: Predict which catalyst facilitates the given reaction.. Dataset: Catalyst prediction with 721,799 reactions and 888 catalyst types from USPTO Reactant: [F:1][C:2]([F:13])([F:12])[C:3]1[C:11]2[CH2:10][CH2:9][CH2:8][CH2:7][C:6]=2[NH:5][N:4]=1.C[Si]([N-][Si](C)(C)C)(C)C.[K+].C1COCC1.Br[CH:30]([CH2:36][CH3:37])[C:31]([O:33][CH2:34][CH3:35])=[O:32]. Product: [F:13][C:2]([F:1])([F:12])[C:3]1[C:11]2[CH2:10][CH2:9][CH2:8][CH2:7][C:6]=2[N:5]([CH:30]([CH2:36][CH3:37])[C:31]([O:33][CH2:34][CH3:35])=[O:32])[N:4]=1. The catalyst class is: 6.